From a dataset of NCI-60 drug combinations with 297,098 pairs across 59 cell lines. Regression. Given two drug SMILES strings and cell line genomic features, predict the synergy score measuring deviation from expected non-interaction effect. Drug 1: CN(C)N=NC1=C(NC=N1)C(=O)N. Drug 2: CC12CCC3C(C1CCC2OP(=O)(O)O)CCC4=C3C=CC(=C4)OC(=O)N(CCCl)CCCl.[Na+]. Cell line: HT29. Synergy scores: CSS=3.20, Synergy_ZIP=-1.69, Synergy_Bliss=-0.113, Synergy_Loewe=-3.66, Synergy_HSA=-0.983.